Dataset: Forward reaction prediction with 1.9M reactions from USPTO patents (1976-2016). Task: Predict the product of the given reaction. (1) Given the reactants [N:1]1[C:5]2[CH:6]=[CH:7][CH:8]=[CH:9][C:4]=2[NH:3][CH:2]=1.CC(C)([O-])C.[K+].Br[CH2:17][C:18]#[N:19], predict the reaction product. The product is: [N:1]1([CH2:17][C:18]#[N:19])[C:5]2[CH:6]=[CH:7][CH:8]=[CH:9][C:4]=2[N:3]=[CH:2]1. (2) Given the reactants [CH3:1][C:2]1[C:7]([CH3:8])=[CH:6][C:5]([CH3:9])=[CH:4][N:3]=1.C(O)(=[O:12])C.OO.S([O-])([O-])=O.[Na+].[Na+].C(=O)([O-])[O-].[Na+].[Na+], predict the reaction product. The product is: [CH3:1][C:2]1[C:7]([CH3:8])=[CH:6][C:5]([CH3:9])=[CH:4][N+:3]=1[O-:12]. (3) Given the reactants [C:1](=[S:12])([S:7][CH2:8][C:9]([OH:11])=O)SCC(O)=O.C(=O)([O-])[O-].[K+].[K+].[F:19][C:20]([F:30])([F:29])[C:21]1[CH:28]=[CH:27][CH:26]=[CH:25][C:22]=1[CH2:23][NH2:24], predict the reaction product. The product is: [F:19][C:20]([F:29])([F:30])[C:21]1[CH:28]=[CH:27][CH:26]=[CH:25][C:22]=1[CH2:23][N:24]1[C:9](=[O:11])[CH2:8][S:7][C:1]1=[S:12]. (4) Given the reactants FC(F)(F)C(O)=O.[CH3:8][N:9]1[CH2:14][CH2:13][N:12]([C:15]2[CH:20]=[CH:19][CH:18]=[CH:17][C:16]=2[C:21](=[O:35])/[CH:22]=[CH:23]/[C:24]2[CH:25]=[C:26](/[CH:30]=[CH:31]/[C:32]([OH:34])=O)[CH:27]=[CH:28][CH:29]=2)[CH2:11][CH2:10]1.C1C=CC2[N:44]([OH:45])N=NC=2C=1.C(Cl)CCl.NOC1CCCCO1, predict the reaction product. The product is: [OH:45][NH:44][C:32](=[O:34])/[CH:31]=[CH:30]/[C:26]1[CH:27]=[CH:28][CH:29]=[C:24](/[CH:23]=[CH:22]/[C:21]([C:16]2[CH:17]=[CH:18][CH:19]=[CH:20][C:15]=2[N:12]2[CH2:13][CH2:14][N:9]([CH3:8])[CH2:10][CH2:11]2)=[O:35])[CH:25]=1.